This data is from Full USPTO retrosynthesis dataset with 1.9M reactions from patents (1976-2016). The task is: Predict the reactants needed to synthesize the given product. (1) Given the product [ClH:1].[Cl:1][C:2]1[CH:3]=[C:4]([C:8]2[N:13]=[C:12]3[CH2:14][CH2:15][CH2:16][C:11]3=[C:10]([NH:17][C:18]3[CH:19]=[CH:20][C:21]([O:22][CH:23]([CH3:28])[CH2:24][OH:25])=[CH:29][CH:30]=3)[CH:9]=2)[CH:5]=[CH:6][CH:7]=1, predict the reactants needed to synthesize it. The reactants are: [Cl:1][C:2]1[CH:3]=[C:4]([C:8]2[N:13]=[C:12]3[CH2:14][CH2:15][CH2:16][C:11]3=[C:10]([NH:17][C:18]3[CH:30]=[CH:29][C:21]([O:22][CH:23]([CH3:28])[C:24](OC)=[O:25])=[CH:20][CH:19]=3)[CH:9]=2)[CH:5]=[CH:6][CH:7]=1.CC(C[AlH]CC(C)C)C. (2) Given the product [Cl:16][C:12]1[CH:11]=[CH:10][C:9]([NH:8][C:6]2[CH:5]=[CH:4][N:3]=[C:2]([NH2:1])[N:7]=2)=[CH:14][C:13]=1[O:15][CH2:24][CH:25]=[C:26]([CH3:28])[CH3:27], predict the reactants needed to synthesize it. The reactants are: [NH2:1][C:2]1[N:7]=[C:6]([NH:8][C:9]2[CH:10]=[CH:11][C:12]([Cl:16])=[C:13]([OH:15])[CH:14]=2)[CH:5]=[CH:4][N:3]=1.C([O-])([O-])=O.[Cs+].[Cs+].Br[CH2:24][CH:25]=[C:26]([CH3:28])[CH3:27]. (3) Given the product [CH2:1]([O:8][C@@H:9]1[C@@H:17]([CH2:18][OH:19])[O:16][C@H:15]2[C@H:11]([N:12]=[C:13]([N:27]([CH3:35])[C:28](=[O:34])[O:29][C:30]([CH3:32])([CH3:31])[CH3:33])[S:14]2)[C@H:10]1[O:36][CH2:37][C:38]1[CH:39]=[CH:40][CH:41]=[CH:42][CH:43]=1)[C:2]1[CH:3]=[CH:4][CH:5]=[CH:6][CH:7]=1, predict the reactants needed to synthesize it. The reactants are: [CH2:1]([O:8][C@@H:9]1[C@@H:17]([CH2:18][O:19][Si](C(C)(C)C)(C)C)[O:16][C@H:15]2[C@H:11]([N:12]=[C:13]([N:27]([CH3:35])[C:28](=[O:34])[O:29][C:30]([CH3:33])([CH3:32])[CH3:31])[S:14]2)[C@H:10]1[O:36][CH2:37][C:38]1[CH:43]=[CH:42][CH:41]=[CH:40][CH:39]=1)[C:2]1[CH:7]=[CH:6][CH:5]=[CH:4][CH:3]=1.CCCC[N+](CCCC)(CCCC)CCCC.[F-]. (4) Given the product [F:1][C:2]1[C:7]([O:8][CH3:9])=[C:6]([CH:5]=[CH:4][C:3]=1[O:13][CH3:14])[NH2:10], predict the reactants needed to synthesize it. The reactants are: [F:1][C:2]1[C:7]([O:8][CH3:9])=[C:6]([N+:10]([O-])=O)[CH:5]=[CH:4][C:3]=1[O:13][CH3:14].[NH4+].[Cl-].O. (5) Given the product [CH3:14][N:13]([CH2:12][C:4]1[CH:3]=[C:2]([CH:7]=[C:6]([C:8]([F:11])([F:10])[F:9])[CH:5]=1)[C:21]([OH:23])=[O:22])[CH3:15], predict the reactants needed to synthesize it. The reactants are: Br[C:2]1[CH:3]=[C:4]([CH2:12][N:13]([CH3:15])[CH3:14])[CH:5]=[C:6]([C:8]([F:11])([F:10])[F:9])[CH:7]=1.C([Li])CCC.[C:21](=[O:23])=[O:22].